This data is from Forward reaction prediction with 1.9M reactions from USPTO patents (1976-2016). The task is: Predict the product of the given reaction. (1) Given the reactants [Cl:1][C:2]1[C:7](C(O)=O)=[C:6]([F:11])[C:5]([NH:12][S:13]([CH2:16][CH3:17])(=[O:15])=[O:14])=[CH:4][CH:3]=1.C([N:20](CC)CC)C.C1C=CC(OP(OC2C=CC=CC=2)(N=[N+]=[N-])=O)=CC=1.C([O-])(O)=O.[Na+], predict the reaction product. The product is: [NH2:20][C:7]1[C:6]([F:11])=[C:5]([NH:12][S:13]([CH2:16][CH3:17])(=[O:15])=[O:14])[CH:4]=[CH:3][C:2]=1[Cl:1]. (2) The product is: [C:30]([N:15]1[CH2:16][CH2:17][N:12]([C:6]2[N:5]3[CH:18]=[N:19][CH:20]=[C:4]3[C:3]([Cl:2])=[CH:8][C:7]=2[C:9](=[O:11])[CH3:10])[CH2:13][CH2:14]1)(=[O:32])[CH3:31]. Given the reactants Cl.[Cl:2][C:3]1[C:4]2[N:5]([CH:18]=[N:19][CH:20]=2)[C:6]([N:12]2[CH2:17][CH2:16][NH:15][CH2:14][CH2:13]2)=[C:7]([C:9](=[O:11])[CH3:10])[CH:8]=1.C(N(CC)C(C)C)(C)C.[C:30](Cl)(=[O:32])[CH3:31], predict the reaction product. (3) Given the reactants C1(C[N:8]2[CH2:13][CH2:12][CH:11]([N:14]3[CH:18]=[N:17][NH:16][C:15]3=[O:19])[CH2:10][CH2:9]2)C=CC=CC=1.Cl.Cl.ClC1C=C(Cl)C=CC=1CCC(NC1C(Cl)=CC=C2C=1C=CC(N1CCNCC1)=N2)=O.C1CC=CCC=1.C(O)C, predict the reaction product. The product is: [NH:8]1[CH2:9][CH2:10][CH:11]([N:14]2[CH:18]=[N:17][NH:16][C:15]2=[O:19])[CH2:12][CH2:13]1. (4) Given the reactants C[O:2][C:3](=[O:18])[CH2:4][C:5]1[S:6][C:7]([C:11]2[CH:16]=[CH:15][C:14]([OH:17])=[CH:13][CH:12]=2)=[C:8]([CH3:10])[CH:9]=1.Br[CH2:20][C:21]1[C:26]([C:27]([O:29][C:30]([CH3:33])([CH3:32])[CH3:31])=[O:28])=[C:25]([O:34]C(OC(C)(C)C)=O)[C:24]([C:42]([F:45])([F:44])[F:43])=[CH:23][CH:22]=1, predict the reaction product. The product is: [C:30]([O:29][C:27]([C:26]1[C:25]([OH:34])=[C:24]([C:42]([F:43])([F:44])[F:45])[CH:23]=[CH:22][C:21]=1[CH2:20][O:17][C:14]1[CH:15]=[CH:16][C:11]([C:7]2[S:6][C:5]([CH2:4][C:3]([OH:2])=[O:18])=[CH:9][C:8]=2[CH3:10])=[CH:12][CH:13]=1)=[O:28])([CH3:33])([CH3:31])[CH3:32]. (5) Given the reactants [Cl:1][C:2]1[CH:3]=[C:4]([C:12]2[O:16][N:15]=[C:14]([C:17]3[CH:22]=[CH:21][C:20]([O:23][CH2:24][CH2:25][CH2:26][C:27]([O:29]CC)=[O:28])=[CH:19][C:18]=3[CH2:32][CH3:33])[N:13]=2)[CH:5]=[CH:6][C:7]=1[O:8][CH:9]([CH3:11])[CH3:10].[OH-].[Na+], predict the reaction product. The product is: [Cl:1][C:2]1[CH:3]=[C:4]([C:12]2[O:16][N:15]=[C:14]([C:17]3[CH:22]=[CH:21][C:20]([O:23][CH2:24][CH2:25][CH2:26][C:27]([OH:29])=[O:28])=[CH:19][C:18]=3[CH2:32][CH3:33])[N:13]=2)[CH:5]=[CH:6][C:7]=1[O:8][CH:9]([CH3:10])[CH3:11]. (6) Given the reactants Br[C:2]1[CH:3]=[C:4]([N:8]2[C:12]3=[N:13][CH:14]=[CH:15][CH:16]=[C:11]3[C:10]([C:17]([NH2:19])=[O:18])=[N:9]2)[CH:5]=[CH:6][CH:7]=1.[C:20]([C@:22]1([OH:29])[CH2:26][CH2:25][N:24]([CH3:27])[C:23]1=[O:28])#[CH:21], predict the reaction product. The product is: [OH:29][C@@:22]1([C:20]#[C:21][C:2]2[CH:3]=[C:4]([N:8]3[C:12]4=[N:13][CH:14]=[CH:15][CH:16]=[C:11]4[C:10]([C:17]([NH2:19])=[O:18])=[N:9]3)[CH:5]=[CH:6][CH:7]=2)[CH2:26][CH2:25][N:24]([CH3:27])[C:23]1=[O:28].